From a dataset of Reaction yield outcomes from USPTO patents with 853,638 reactions. Predict the reaction yield, written as a fraction of the theoretical maximum amount of product (1.0 means a 100% yield; for example, 0.34 means a 34% yield). The reactants are Cl[C:2]([O:4][CH2:5][CH3:6])=[O:3].[F:7][C:8]([F:44])([F:43])[C:9]1[CH:10]=[C:11]([CH:36]=[C:37]([C:39]([F:42])([F:41])[F:40])[CH:38]=1)[CH2:12][N:13]([C:30]1[N:31]=[N:32][N:33]([CH3:35])[N:34]=1)[C@H:14]1[CH2:20][CH2:19][CH2:18][NH:17][C:16]2[CH:21]=[C:22]([C:26]([F:29])([F:28])[F:27])[C:23]([CH3:25])=[CH:24][C:15]1=2.N1C=CC=CC=1. The catalyst is ClCCl.C(OCC)(=O)C. The product is [CH2:5]([O:4][C:2]([N:17]1[CH2:18][CH2:19][CH2:20][C@H:14]([N:13]([CH2:12][C:11]2[CH:36]=[C:37]([C:39]([F:42])([F:41])[F:40])[CH:38]=[C:9]([C:8]([F:7])([F:44])[F:43])[CH:10]=2)[C:30]2[N:31]=[N:32][N:33]([CH3:35])[N:34]=2)[C:15]2[CH:24]=[C:23]([CH3:25])[C:22]([C:26]([F:28])([F:27])[F:29])=[CH:21][C:16]1=2)=[O:3])[CH3:6]. The yield is 0.650.